This data is from CYP2C19 inhibition data for predicting drug metabolism from PubChem BioAssay. The task is: Regression/Classification. Given a drug SMILES string, predict its absorption, distribution, metabolism, or excretion properties. Task type varies by dataset: regression for continuous measurements (e.g., permeability, clearance, half-life) or binary classification for categorical outcomes (e.g., BBB penetration, CYP inhibition). Dataset: cyp2c19_veith. (1) The drug is COc1ncc2nc(-c3ccc(F)cc3)c(=O)n(C3CC3)c2n1. The result is 0 (non-inhibitor). (2) The drug is CSCCC(NC=C1C(=O)OC(C)(C)OC1=O)C(=O)O. The result is 0 (non-inhibitor).